Dataset: Catalyst prediction with 721,799 reactions and 888 catalyst types from USPTO. Task: Predict which catalyst facilitates the given reaction. (1) Reactant: [CH2:1]([O:3][C:4]([N:6]1[C:15]2[C:10](=[N:11][C:12]([O:16][CH3:17])=[CH:13][CH:14]=2)[C@@H:9]([NH:18][C:19]2[N:24]=[C:23]([CH2:25][C:26]3[CH:31]=[C:30]([C:32]([F:35])([F:34])[F:33])[CH:29]=[C:28]([C:36]([F:39])([F:38])[F:37])[CH:27]=3)[C:22]([OH:40])=[CH:21][N:20]=2)[CH2:8][C@H:7]1[CH2:41][CH3:42])=[O:5])[CH3:2].C(=O)([O-])[O-].[K+].[K+].Br[CH2:50][CH2:51][OH:52].C(O)(=O)CC(CC(O)=O)(C(O)=O)O. Product: [CH2:1]([O:3][C:4]([N:6]1[C:15]2[C:10](=[N:11][C:12]([O:16][CH3:17])=[CH:13][CH:14]=2)[C@@H:9]([NH:18][C:19]2[N:24]=[C:23]([CH2:25][C:26]3[CH:31]=[C:30]([C:32]([F:35])([F:34])[F:33])[CH:29]=[C:28]([C:36]([F:38])([F:39])[F:37])[CH:27]=3)[C:22]([O:40][CH2:50][CH2:51][OH:52])=[CH:21][N:20]=2)[CH2:8][C@H:7]1[CH2:41][CH3:42])=[O:5])[CH3:2]. The catalyst class is: 9. (2) Reactant: Cl[C:2]1[S:3][C:4]2[CH:10]=[C:9]([O:11][CH3:12])[CH:8]=[CH:7][C:5]=2[N:6]=1.[NH2:13][C:14]1[CH:23]=[CH:22][C:17]([C:18]([O:20][CH3:21])=[O:19])=[CH:16][CH:15]=1.C([O-])([O-])=O.[K+].[K+].[H-].[Na+]. Product: [CH3:21][O:20][C:18](=[O:19])[C:17]1[CH:22]=[CH:23][C:14]([NH:13][C:2]2[S:3][C:4]3[CH:10]=[C:9]([O:11][CH3:12])[CH:8]=[CH:7][C:5]=3[N:6]=2)=[CH:15][CH:16]=1. The catalyst class is: 3. (3) Reactant: Cl[CH2:2][C:3](Cl)=[O:4].[C:6]1([C@H:12]([NH:14][CH:15]2[CH2:19][O:18][CH2:17][CH:16]2[OH:20])[CH3:13])[CH:11]=[CH:10][CH:9]=[CH:8][CH:7]=1.C(N(CC)CC)C.[OH-].[K+]. Product: [C:6]1([C@H:12]([N:14]2[CH:15]3[CH:16]([CH2:17][O:18][CH2:19]3)[O:20][CH2:2][C:3]2=[O:4])[CH3:13])[CH:11]=[CH:10][CH:9]=[CH:8][CH:7]=1. The catalyst class is: 46. (4) The catalyst class is: 2. Product: [CH2:13]([O:20][CH2:21][C:22]([NH:11][C:5]1[CH:6]=[CH:7][C:8]([Br:10])=[CH:9][C:4]=1[C:3]([O:2][CH3:1])=[O:12])=[O:23])[C:14]1[CH:19]=[CH:18][CH:17]=[CH:16][CH:15]=1. Reactant: [CH3:1][O:2][C:3](=[O:12])[C:4]1[CH:9]=[C:8]([Br:10])[CH:7]=[CH:6][C:5]=1[NH2:11].[CH2:13]([O:20][CH2:21][C:22](Cl)=[O:23])[C:14]1[CH:19]=[CH:18][CH:17]=[CH:16][CH:15]=1.CCN(CC)CC.